The task is: Predict the reactants needed to synthesize the given product.. This data is from Full USPTO retrosynthesis dataset with 1.9M reactions from patents (1976-2016). (1) Given the product [Cl:1][C:2]1[C:3]2[C:7]([CH:8]=[CH:9][C:10]=1[F:11])=[N:6][N:5]1[C:21]([CH:23]3[CH2:28][CH2:27][N:26]([C:29]([O:31][C:32]([CH3:35])([CH3:34])[CH3:33])=[O:30])[CH2:25][CH2:24]3)=[CH:17][C:16](=[O:15])[NH:12][C:4]=21, predict the reactants needed to synthesize it. The reactants are: [Cl:1][C:2]1[C:10]([F:11])=[CH:9][CH:8]=[C:7]2[C:3]=1[C:4]([NH2:12])=[N:5][NH:6]2.CC1(C)OC(=O)[CH:17]([C:21]([CH:23]2[CH2:28][CH2:27][N:26]([C:29]([O:31][C:32]([CH3:35])([CH3:34])[CH3:33])=[O:30])[CH2:25][CH2:24]2)=O)[C:16](=O)[O:15]1.P([O-])([O-])([O-])=O.[K+].[K+].[K+]. (2) Given the product [CH2:16]([O:15][C:13](=[O:14])[NH:7][CH2:6][C:5]1[CH:8]=[CH:9][C:2]([Br:1])=[CH:3][CH:4]=1)[C:17]1[CH:22]=[CH:21][CH:20]=[CH:19][CH:18]=1, predict the reactants needed to synthesize it. The reactants are: [Br:1][C:2]1[CH:9]=[CH:8][C:5]([CH2:6][NH2:7])=[CH:4][CH:3]=1.[OH-].[Na+].Cl[C:13]([O:15][CH2:16][C:17]1[CH:22]=[CH:21][CH:20]=[CH:19][CH:18]=1)=[O:14].CCOC(C)=O. (3) The reactants are: [CH3:1][O:2][C:3]1[CH:12]=[C:11]2[C:6]([CH2:7][CH2:8][CH:9]([NH:13][CH2:14][CH2:15][CH3:16])[CH2:10]2)=[CH:5][CH:4]=1.[C:17]([O:21][C:22]([N:24]1[CH2:30][CH2:29][C:28](=[O:31])[N:27]([CH2:32][CH2:33][CH2:34][CH:35]=O)[CH2:26][CH2:25]1)=[O:23])([CH3:20])([CH3:19])[CH3:18].C(O[BH-](OC(=O)C)OC(=O)C)(=O)C.[Na+]. Given the product [C:17]([O:21][C:22]([N:24]1[CH2:30][CH2:29][C:28](=[O:31])[N:27]([CH2:32][CH2:33][CH2:34][CH2:35][N:13]([CH:9]2[CH2:8][CH2:7][C:6]3[C:11](=[CH:12][C:3]([O:2][CH3:1])=[CH:4][CH:5]=3)[CH2:10]2)[CH2:14][CH2:15][CH3:16])[CH2:26][CH2:25]1)=[O:23])([CH3:18])([CH3:19])[CH3:20], predict the reactants needed to synthesize it.